The task is: Predict the reactants needed to synthesize the given product.. This data is from Full USPTO retrosynthesis dataset with 1.9M reactions from patents (1976-2016). (1) Given the product [F:29][C:2]([F:1])([F:28])[C:3]([N:5]1[CH:10]2[CH2:11][CH2:12][CH:6]1[CH2:7][C:8](=[C:13]1[C:26]3[CH:25]=[CH:24][CH:23]=[C:22]([O:27][S:32]([C:31]([F:44])([F:43])[F:30])(=[O:34])=[O:33])[C:21]=3[O:20][C:19]3[C:14]1=[CH:15][CH:16]=[CH:17][CH:18]=3)[CH2:9]2)=[O:4], predict the reactants needed to synthesize it. The reactants are: [F:1][C:2]([F:29])([F:28])[C:3]([N:5]1[CH:10]2[CH2:11][CH2:12][CH:6]1[CH2:7][C:8](=[C:13]1[C:26]3[CH:25]=[CH:24][CH:23]=[C:22]([OH:27])[C:21]=3[O:20][C:19]3[C:14]1=[CH:15][CH:16]=[CH:17][CH:18]=3)[CH2:9]2)=[O:4].[F:30][C:31]([F:44])([F:43])[S:32](O[S:32]([C:31]([F:44])([F:43])[F:30])(=[O:34])=[O:33])(=[O:34])=[O:33].C(N(CC)CC)C. (2) Given the product [CH3:5][O:6][C:7]1[CH:18]=[CH:17][C:10]([CH2:11][O:12][CH2:13][CH:14]2[CH2:2][S:3]2)=[CH:9][CH:8]=1, predict the reactants needed to synthesize it. The reactants are: N[C:2](N)=[S:3].[CH3:5][O:6][C:7]1[CH:18]=[CH:17][C:10]([CH2:11][O:12][CH2:13][CH:14]2CO2)=[CH:9][CH:8]=1. (3) Given the product [CH3:1][N:2]1[C:6]([C:7](=[N:13][O:14][CH2:15][C:16]2[N:21]=[C:20]([NH2:22])[CH:19]=[CH:18][CH:17]=2)[C:8]2[CH:12]=[CH:11][S:10][CH:9]=2)=[CH:5][N:4]=[CH:3]1, predict the reactants needed to synthesize it. The reactants are: [CH3:1][N:2]1[C:6]([C:7](=[N:13][O:14][CH2:15][C:16]2[N:21]=[C:20]([N:22]3C(=O)C4C(=CC=CC=4)C3=O)[CH:19]=[CH:18][CH:17]=2)[C:8]2[CH:12]=[CH:11][S:10][CH:9]=2)=[CH:5][N:4]=[CH:3]1.O.NN. (4) Given the product [F:19][C:14]1[CH:15]=[CH:16][CH:17]=[CH:18][C:13]=1[CH2:12][CH2:11][N:8]1[CH2:9][CH:10]=[C:6]([CH2:5][CH2:4][C:3]([NH:22][OH:23])=[O:2])[C:7]1=[O:20], predict the reactants needed to synthesize it. The reactants are: C[O:2][C:3](=O)[CH2:4][CH2:5][C:6]1[C:7](=[O:20])[N:8]([CH2:11][CH2:12][C:13]2[CH:18]=[CH:17][CH:16]=[CH:15][C:14]=2[F:19])[CH2:9][CH:10]=1.[NH2:22][O:23][K].C(O)(=O)C. (5) The reactants are: [Cl-].[Li+].[Si:3]([O:10][C@@H:11]([CH3:21])[C:12](=[O:20])[CH2:13]P(=O)(OC)OC)([C:6]([CH3:9])([CH3:8])[CH3:7])([CH3:5])[CH3:4].C(N(CC)C(C)C)(C)C.[CH:31](=O)[CH2:32][CH2:33][CH3:34]. Given the product [Si:3]([O:10][C@H:11]([C:12](=[O:20])/[CH:13]=[CH:31]/[CH2:32][CH2:33][CH3:34])[CH3:21])([C:6]([CH3:9])([CH3:8])[CH3:7])([CH3:5])[CH3:4], predict the reactants needed to synthesize it. (6) Given the product [NH2:1][C:4]1[S:8][C:7]([C:9]2[CH:10]=[C:11]3[C:15](=[CH:16][CH:17]=2)[N:14]([C:18]([O:20][C:21]([CH3:24])([CH3:23])[CH3:22])=[O:19])[CH:13]=[C:12]3[C:25]2[CH:30]=[CH:29][CH:28]=[C:27]([N:31]3[CH2:32][CH2:33][O:34][CH2:35][CH2:36]3)[N:26]=2)=[N:6][N:5]=1, predict the reactants needed to synthesize it. The reactants are: [N:1]([C:4]1[S:8][C:7]([C:9]2[CH:10]=[C:11]3[C:15](=[CH:16][CH:17]=2)[N:14]([C:18]([O:20][C:21]([CH3:24])([CH3:23])[CH3:22])=[O:19])[CH:13]=[C:12]3[C:25]2[CH:30]=[CH:29][CH:28]=[C:27]([N:31]3[CH2:36][CH2:35][O:34][CH2:33][CH2:32]3)[N:26]=2)=[N:6][N:5]=1)=[N+]=[N-].